This data is from Full USPTO retrosynthesis dataset with 1.9M reactions from patents (1976-2016). The task is: Predict the reactants needed to synthesize the given product. (1) Given the product [Cl:1][C:2]1[N:3]=[N:4][C:5]([C:17]2[CH2:22][CH2:21][N:20]([C:23]([O:25][C:26]([CH3:29])([CH3:28])[CH3:27])=[O:24])[CH2:19][CH:18]=2)=[CH:6][CH:7]=1, predict the reactants needed to synthesize it. The reactants are: [Cl:1][C:2]1[N:3]=[N:4][C:5](Cl)=[CH:6][CH:7]=1.CC1(C)C(C)(C)OB([C:17]2[CH2:22][CH2:21][N:20]([C:23]([O:25][C:26]([CH3:29])([CH3:28])[CH3:27])=[O:24])[CH2:19][CH:18]=2)O1.C([O-])([O-])=O.[Na+].[Na+]. (2) Given the product [NH2:42][C:4]1[C:3]2[C:7](=[C:8]([C:11]3[C:12]([C@@H:23]([NH:33][C:34](=[O:40])[O:35][C:36]([CH3:39])([CH3:38])[CH3:37])[CH2:24][C:25]4[CH:26]=[C:27]([F:32])[CH:28]=[C:29]([F:31])[CH:30]=4)=[N:13][C:14]([C:17]#[C:18][C:19]([CH3:21])([CH3:20])[CH3:48])=[CH:15][CH:16]=3)[CH:9]=[CH:10][C:2]=2[Cl:1])[N:6]([CH3:41])[N:5]=1, predict the reactants needed to synthesize it. The reactants are: [Cl:1][C:2]1[CH:10]=[CH:9][C:8]([C:11]2[C:12]([C@@H:23]([NH:33][C:34](=[O:40])[O:35][C:36]([CH3:39])([CH3:38])[CH3:37])[CH2:24][C:25]3[CH:30]=[C:29]([F:31])[CH:28]=[C:27]([F:32])[CH:26]=3)=[N:13][C:14]([C:17]#[C:18][C:19](O)([CH3:21])[CH3:20])=[CH:15][CH:16]=2)=[C:7]2[C:3]=1[C:4]([NH:42]S(C)(=O)=O)=[N:5][N:6]2[CH3:41].Br[C:48]1C([C@@H](NC(=O)OC(C)(C)C)CC2C=C(F)C=C(F)C=2)=NC(C#CC(C)(C)C)=CC=1.ClC1C=CC(B2OC(C)(C)C(C)(C)O2)=C2C=1C(N)=NN2C. (3) Given the product [Cl:14][C:8]1[NH:9][C:10]2[C:2]([F:1])=[CH:3][CH:4]=[CH:5][C:6]=2[N:7]=1, predict the reactants needed to synthesize it. The reactants are: [F:1][C:2]1[C:10]2[NH:9][C:8](=O)[NH:7][C:6]=2[CH:5]=[CH:4][CH:3]=1.P(Cl)(Cl)([Cl:14])=O. (4) Given the product [CH2:1]([N:3]1[C:12]2[C:7](=[C:8]([OH:23])[C:9]([O:13][CH2:14][C:15]3[CH:20]=[CH:19][C:18]([O:21][CH3:22])=[CH:17][CH:16]=3)=[CH:10][CH:11]=2)[C:6](=[O:24])[C:5]([C:25]([OH:27])=[O:26])=[CH:4]1)[CH3:2], predict the reactants needed to synthesize it. The reactants are: [CH2:1]([N:3]1[C:12]2[C:7](=[C:8]([OH:23])[C:9]([O:13][CH2:14][C:15]3[CH:20]=[CH:19][C:18]([O:21][CH3:22])=[CH:17][CH:16]=3)=[CH:10][CH:11]=2)[C:6](=[O:24])[C:5]([C:25]([O:27]CC)=[O:26])=[CH:4]1)[CH3:2].[OH-].[K+]. (5) Given the product [F:1][C:2]1[CH:3]=[C:4]2[C:8](=[CH:9][CH:10]=1)[NH:7][C:6](=[O:11])[C:5]2=[CH:12][C:14]1[NH:18][C:17]([CH3:19])=[C:16]([C:20]([OH:22])=[O:21])[C:15]=1[CH3:23], predict the reactants needed to synthesize it. The reactants are: [F:1][C:2]1[CH:3]=[C:4]2[C:8](=[CH:9][CH:10]=1)[NH:7][C:6](=[O:11])[CH2:5]2.[CH:12]([C:14]1[NH:18][C:17]([CH3:19])=[C:16]([C:20]([OH:22])=[O:21])[C:15]=1[CH3:23])=O. (6) Given the product [N+:12]([C:10]1[CH:9]=[CH:8][C:3]([C:4]([O:6][CH3:7])=[O:5])=[C:2]([CH:21]=[CH2:22])[CH:11]=1)([O-:14])=[O:13], predict the reactants needed to synthesize it. The reactants are: Br[C:2]1[CH:11]=[C:10]([N+:12]([O-:14])=[O:13])[CH:9]=[CH:8][C:3]=1[C:4]([O:6][CH3:7])=[O:5].C(=O)([O-])[O-].[K+].[K+].[CH:21](B1OB(C=C)OB(C=C)O1)=[CH2:22]. (7) Given the product [Cl:21][C:18]1[CH:19]=[CH:20][C:15]([C@@:12]2([C:13]#[N:14])[C@H:11]([CH2:23][C:24]([CH3:27])([CH3:26])[CH3:25])[NH:10][C@@H:9]([C:28]([NH:56][C:53]3[CH:52]=[CH:51][C:50]([CH2:49][CH2:48][NH:47][C:46](=[O:57])[OH:45])=[CH:55][CH:54]=3)=[O:29])[C@@H:8]2[C:4]2[CH:5]=[CH:6][CH:7]=[C:2]([Cl:1])[C:3]=2[F:31])=[C:16]([F:22])[CH:17]=1, predict the reactants needed to synthesize it. The reactants are: [Cl:1][C:2]1[C:3]([F:31])=[C:4]([C@@H:8]2[C@:12]([C:15]3[CH:20]=[CH:19][C:18]([Cl:21])=[CH:17][C:16]=3[F:22])([C:13]#[N:14])[C@H:11]([CH2:23][C:24]([CH3:27])([CH3:26])[CH3:25])[NH:10][C@H:9]2[C:28](O)=[O:29])[CH:5]=[CH:6][CH:7]=1.CCN(C(C)C)C(C)C.C([O:45][C:46](=[O:57])[NH:47][CH2:48][CH2:49][C:50]1[CH:55]=[CH:54][C:53]([NH2:56])=[CH:52][CH:51]=1)(C)(C)C.CN(C(ON1N=NC2C=CC=NC1=2)=[N+](C)C)C.F[P-](F)(F)(F)(F)F. (8) Given the product [CH3:10][Si:11]([CH3:22])([NH:12][B:14]([C:16]1[CH:21]=[CH:20][CH:19]=[CH:18][CH:17]=1)[Cl:15])[Cl:8], predict the reactants needed to synthesize it. The reactants are: C1(B(Cl)[Cl:8])C=CC=CC=1.[CH3:10][SiH:11]([CH3:22])[N:12]([B:14]([C:16]1[CH:21]=[CH:20][CH:19]=[CH:18][CH:17]=1)[Cl:15])Cl. (9) Given the product [CH3:27][C@H:25]1[O:26][C@@H:21]([CH3:20])[CH2:22][N:23]([C:2]2[CH:9]=[CH:8][C:7]([N+:10]([O-:12])=[O:11])=[CH:6][C:3]=2[CH:4]=[O:5])[CH2:24]1, predict the reactants needed to synthesize it. The reactants are: F[C:2]1[CH:9]=[CH:8][C:7]([N+:10]([O-:12])=[O:11])=[CH:6][C:3]=1[CH:4]=[O:5].C(N(CC)CC)C.[CH3:20][C@H:21]1[O:26][C@@H:25]([CH3:27])[CH2:24][NH:23][CH2:22]1.